This data is from Forward reaction prediction with 1.9M reactions from USPTO patents (1976-2016). The task is: Predict the product of the given reaction. (1) The product is: [CH2:62]([O:69][C:70](=[O:78])[CH2:71][C@@H:72]([NH:77][C:33](=[O:34])[CH2:32][CH2:31][CH2:30][CH2:29][CH2:28][CH2:27][CH2:26][O:25][CH2:24][C:23]1[CH:35]=[C:36]([F:39])[CH:37]=[CH:38][C:22]=1[F:21])[CH2:73][N:74]([CH3:75])[CH3:76])[C:63]1[CH:68]=[CH:67][CH:66]=[CH:65][CH:64]=1. Given the reactants C(O)CCCCCCCO.FC1C=CC(F)=CC=1CBr.[F:21][C:22]1[CH:38]=[CH:37][C:36]([F:39])=[CH:35][C:23]=1[CH2:24][O:25][CH2:26][CH2:27][CH2:28][CH2:29][CH2:30][CH2:31][CH2:32][CH2:33][OH:34].FC1C=CC(F)=CC=1COCCCCCCCC(O)=O.Cl.Cl.[CH2:62]([O:69][C:70](=[O:78])[CH2:71][C@@H:72]([NH2:77])[CH2:73][N:74]([CH3:76])[CH3:75])[C:63]1[CH:68]=[CH:67][CH:66]=[CH:65][CH:64]=1, predict the reaction product. (2) Given the reactants [Cl:1][C:2]1[CH:41]=[CH:40][C:5]([CH2:6][C@@H:7]([NH:32]C(=O)OC(C)(C)C)[C:8]([N:10]2[CH:15]3[CH2:16][CH2:17][CH:11]2[CH2:12][CH:13]([N:18]([CH:26]2[CH2:31][CH2:30][CH2:29][CH2:28][CH2:27]2)[C:19]([N:21]([CH2:24][CH3:25])[CH2:22][CH3:23])=[O:20])[CH2:14]3)=[O:9])=[CH:4][CH:3]=1, predict the reaction product. The product is: [Cl:1][C:2]1[CH:3]=[CH:4][C:5]([CH2:6][C@H:7]([C:8]([N:10]2[CH:15]3[CH2:16][CH2:17][CH:11]2[CH2:12][CH:13]([N:18]([CH:26]2[CH2:27][CH2:28][CH2:29][CH2:30][CH2:31]2)[C:19]([N:21]([CH2:22][CH3:23])[CH2:24][CH3:25])=[O:20])[CH2:14]3)=[O:9])[NH2:32])=[CH:40][CH:41]=1.